Task: Predict the product of the given reaction.. Dataset: Forward reaction prediction with 1.9M reactions from USPTO patents (1976-2016) (1) Given the reactants Br[CH2:2][C:3]1[CH:8]=[CH:7][C:6]([C:9]([F:12])([F:11])[F:10])=[CH:5][CH:4]=1.[OH:13][C:14]1[CH:19]=[CH:18][C:17]([CH2:20][C:21](=[O:23])[CH3:22])=[CH:16][CH:15]=1.C(=O)([O-])[O-].[Cs+].[Cs+], predict the reaction product. The product is: [F:10][C:9]([F:12])([F:11])[C:6]1[CH:7]=[CH:8][C:3]([CH2:2][O:13][C:14]2[CH:15]=[CH:16][C:17]([CH2:20][C:21](=[O:23])[CH3:22])=[CH:18][CH:19]=2)=[CH:4][CH:5]=1. (2) Given the reactants [O:1]1[CH2:6][CH2:5][CH:4]([NH:7][CH2:8][C:9]2[CH:10]=[C:11]([CH:16]=[CH:17][CH:18]=2)[C:12]([O:14][CH3:15])=[O:13])[CH2:3][CH2:2]1.C1COCC1.[CH3:24][C:25]([O:28][C:29](O[C:29]([O:28][C:25]([CH3:27])([CH3:26])[CH3:24])=[O:30])=[O:30])([CH3:27])[CH3:26].CCN(CC)CC, predict the reaction product. The product is: [C:25]([O:28][C:29]([N:7]([CH2:8][C:9]1[CH:10]=[C:11]([CH:16]=[CH:17][CH:18]=1)[C:12]([O:14][CH3:15])=[O:13])[CH:4]1[CH2:3][CH2:2][O:1][CH2:6][CH2:5]1)=[O:30])([CH3:27])([CH3:26])[CH3:24]. (3) Given the reactants [C:1]([NH:5][C:6]1[C:7]([F:19])=[N:8][C:9]2[C:14]([N:15]=1)=[C:13]([C:16](=[O:18])[CH3:17])[CH:12]=[CH:11][CH:10]=2)([CH3:4])([CH3:3])[CH3:2].FC(F)(F)S(O[Si](C(C)(C)C)(C)C)(=O)=O.C1COCC1.C1C(=O)N([Br:47])C(=O)C1, predict the reaction product. The product is: [Br:47][CH2:17][C:16]([C:13]1[CH:12]=[CH:11][CH:10]=[C:9]2[C:14]=1[N:15]=[C:6]([NH:5][C:1]([CH3:4])([CH3:2])[CH3:3])[C:7]([F:19])=[N:8]2)=[O:18]. (4) Given the reactants [CH2:1]([N:8]1[CH:16]=[C:15]2[C:10]([CH:11]=[C:12]([C:17]3[CH:18]=[C:19]([CH:27]4[CH2:31][CH2:30][NH:29][CH2:28]4)[N:20]4[C:25]=3[C:24]([NH2:26])=[N:23][CH:22]=[N:21]4)[CH:13]=[CH:14]2)=[N:9]1)[C:2]1[CH:7]=[CH:6][CH:5]=[CH:4][CH:3]=1.C(O)(=O)C.C(O[C:39]1(O[Si](C)(C)C)[CH2:41][CH2:40]1)C.C([BH3-])#N.[Na+], predict the reaction product. The product is: [CH2:1]([N:8]1[CH:16]=[C:15]2[C:10]([CH:11]=[C:12]([C:17]3[CH:18]=[C:19]([CH:27]4[CH2:31][CH2:30][N:29]([CH:39]5[CH2:41][CH2:40]5)[CH2:28]4)[N:20]4[C:25]=3[C:24]([NH2:26])=[N:23][CH:22]=[N:21]4)[CH:13]=[CH:14]2)=[N:9]1)[C:2]1[CH:3]=[CH:4][CH:5]=[CH:6][CH:7]=1. (5) Given the reactants [CH3:1][Li].[CH3:3][C:4]1[CH:11]=[C:10]([N+:12]([O-:14])=[O:13])[CH:9]=[CH:8][C:5]=1[CH:6]=[O:7], predict the reaction product. The product is: [CH3:3][C:4]1[CH:11]=[C:10]([N+:12]([O-:14])=[O:13])[CH:9]=[CH:8][C:5]=1[CH:6]([OH:7])[CH3:1]. (6) The product is: [F:1][C:2]1[CH:7]=[CH:6][C:5]([C:8]2[N:12]3[N:13]=[CH:14][C:15]([C:17]([F:18])([F:19])[F:20])=[N:16][C:11]3=[N:10][CH:9]=2)=[CH:4][C:3]=1[O:21][S:36]([C:39]([F:42])([F:41])[F:40])(=[O:38])=[O:37]. Given the reactants [F:1][C:2]1[CH:7]=[CH:6][C:5]([C:8]2[N:12]3[N:13]=[CH:14][C:15]([C:17]([F:20])([F:19])[F:18])=[N:16][C:11]3=[N:10][CH:9]=2)=[CH:4][C:3]=1[OH:21].C(N(CC)CC)C.C1C=CC(N([S:36]([C:39]([F:42])([F:41])[F:40])(=[O:38])=[O:37])[S:36]([C:39]([F:42])([F:41])[F:40])(=[O:38])=[O:37])=CC=1, predict the reaction product. (7) Given the reactants CS(O[CH2:6][C:7]1[C:8]([Cl:14])=[N:9][CH:10]=[C:11]([Br:13])[CH:12]=1)(=O)=O.[C:15]1([S:21]([O-:23])=[O:22])[CH:20]=[CH:19][CH:18]=[CH:17][CH:16]=1.[Na+].C(=O)(O)[O-].[Na+].O, predict the reaction product. The product is: [Br:13][C:11]1[CH:12]=[C:7]([CH2:6][S:21]([C:15]2[CH:20]=[CH:19][CH:18]=[CH:17][CH:16]=2)(=[O:23])=[O:22])[C:8]([Cl:14])=[N:9][CH:10]=1.